This data is from Forward reaction prediction with 1.9M reactions from USPTO patents (1976-2016). The task is: Predict the product of the given reaction. (1) The product is: [Br:24][C:25]1[CH:30]=[C:29]([CH:28]=[CH:27][C:26]=1[O:33][CH2:34][CH:35]1[CH2:37][CH2:36]1)[CH2:31][N:9]1[CH2:10][CH2:11][C:12]2[C:17](=[CH:16][CH:15]=[C:14]([CH:18]([NH:20][C:21](=[O:23])[CH3:22])[CH3:19])[CH:13]=2)[CH2:8]1. Given the reactants OC(C(F)(F)F)=O.[CH2:8]1[C:17]2[C:12](=[CH:13][C:14]([CH:18]([NH:20][C:21](=[O:23])[CH3:22])[CH3:19])=[CH:15][CH:16]=2)[CH2:11][CH2:10][NH:9]1.[Br:24][C:25]1[CH:30]=[C:29]([CH2:31]Br)[CH:28]=[CH:27][C:26]=1[O:33][CH2:34][CH:35]1[CH2:37][CH2:36]1, predict the reaction product. (2) Given the reactants [CH3:1][O:2][C:3]1[CH:4]=[C:5]([NH:11][C:12]2[N:17]=[C:16]([N:18]3[C:22]([CH3:23])=[CH:21][C:20]([C:24]([F:27])([F:26])[F:25])=[N:19]3)[C:15]([C:28]3[CH:29]=[N:30][C:31]([O:38][CH3:39])=[C:32]([CH:37]=3)/[C:33](=[N:35]\[OH:36])/[NH2:34])=[CH:14][N:13]=2)[CH:6]=[C:7]([O:9][CH3:10])[CH:8]=1.C1N=CN([C:45](N2C=NC=C2)=[O:46])C=1.C1CCN2C(=NCCC2)CC1, predict the reaction product. The product is: [CH3:10][O:9][C:7]1[CH:6]=[C:5]([NH:11][C:12]2[N:17]=[C:16]([N:18]3[C:22]([CH3:23])=[CH:21][C:20]([C:24]([F:26])([F:25])[F:27])=[N:19]3)[C:15]([C:28]3[CH:37]=[C:32]([C:33]4[NH:34][C:45](=[O:46])[O:36][N:35]=4)[C:31]([O:38][CH3:39])=[N:30][CH:29]=3)=[CH:14][N:13]=2)[CH:4]=[C:3]([O:2][CH3:1])[CH:8]=1. (3) The product is: [CH3:1][O:2][CH2:3][CH2:4][N:5]1[C:11](=[O:12])[C@@H:10]([NH:13][C:14](=[O:19])[CH2:15][C:16]([NH:31][CH2:30][C:29]([F:36])([F:28])[C:32]([F:35])([F:34])[F:33])=[O:18])[C:9]2[CH:20]=[CH:21][CH:22]=[CH:23][C:8]=2[C:7]2[CH:24]=[CH:25][CH:26]=[CH:27][C:6]1=2. Given the reactants [CH3:1][O:2][CH2:3][CH2:4][N:5]1[C:11](=[O:12])[C@@H:10]([NH:13][C:14](=[O:19])[CH2:15][C:16]([OH:18])=O)[C:9]2[CH:20]=[CH:21][CH:22]=[CH:23][C:8]=2[C:7]2[CH:24]=[CH:25][CH:26]=[CH:27][C:6]1=2.[F:28][C:29]([F:36])([C:32]([F:35])([F:34])[F:33])[CH2:30][NH2:31], predict the reaction product. (4) Given the reactants [OH:1][CH2:2][C:3]([C@H:6]1[C@@H:10]2[C@@H:11]3[C@@:24]([CH3:27])([CH2:25][CH2:26][C@@:9]2([NH:42][CH2:43][CH2:44][N:45]2[CH2:50][CH2:49][S:48](=[O:52])(=[O:51])[CH2:47][CH2:46]2)[CH2:8][CH2:7]1)[C@@:23]1([CH3:28])[C@@H:14]([C@:15]2([CH3:41])[C@@H:20]([CH2:21][CH2:22]1)[C:19]([CH3:30])([CH3:29])[C:18]([C:31]1[CH:40]=[CH:39][C:34]([C:35]([O:37][CH3:38])=[O:36])=[CH:33][CH:32]=1)=[CH:17][CH2:16]2)[CH2:13][CH2:12]3)([OH:5])[CH3:4].[CH3:53]OC(C1C=CC(C2C(C)(C)[C@H]3[C@](C)(CC=2)[C@@H]2[C@](C)([C@@]4(C)[C@H](CC2)[C@H]2[C@H](C(C)=C)CC[C@]2(C(O[Si](C(C)(C)C)(C)C)=O)CC4)CC3)=CC=1)=O.C(C1C=C(C)C=C(C(C)(C)C)N=1)(C)(C)C.FC(F)(F)S(OC)(=O)=O.C(O)(C(F)(F)F)=O, predict the reaction product. The product is: [O:51]=[S:48]1(=[O:52])[CH2:49][CH2:50][N:45]([CH2:44][CH2:43][NH:42][C@:9]23[CH2:8][CH2:7][C@@H:6]([C:3]([OH:5])([CH3:4])[CH2:2][O:1][CH3:53])[C@@H:10]2[C@@H:11]2[C@@:24]([CH3:27])([CH2:25][CH2:26]3)[C@@:23]3([CH3:28])[C@@H:14]([C@:15]4([CH3:41])[C@@H:20]([CH2:21][CH2:22]3)[C:19]([CH3:30])([CH3:29])[C:18]([C:31]3[CH:40]=[CH:39][C:34]([C:35]([O:37][CH3:38])=[O:36])=[CH:33][CH:32]=3)=[CH:17][CH2:16]4)[CH2:13][CH2:12]2)[CH2:46][CH2:47]1.